From a dataset of Forward reaction prediction with 1.9M reactions from USPTO patents (1976-2016). Predict the product of the given reaction. (1) Given the reactants C[O:2][C:3](=[O:35])[CH2:4][C:5]1[CH:10]=[CH:9][C:8]([O:11][CH3:12])=[C:7]([O:13][C:14]2[CH:19]=[CH:18][C:17]([Br:20])=[CH:16][C:15]=2[CH2:21][N:22]2[C@@H:26]([CH3:27])[C@@H:25]([C:28]3[CH:33]=[CH:32][CH:31]=[CH:30][CH:29]=3)[O:24][C:23]2=[O:34])[CH:6]=1.CN1C=C(B2OC(C)(C)C(C)(C)O2)C=N1, predict the reaction product. The product is: [Br:20][C:17]1[CH:18]=[CH:19][C:14]([O:13][C:7]2[CH:6]=[C:5]([CH2:4][C:3]([OH:35])=[O:2])[CH:10]=[CH:9][C:8]=2[O:11][CH3:12])=[C:15]([CH2:21][N:22]2[C@@H:26]([CH3:27])[C@@H:25]([C:28]3[CH:33]=[CH:32][CH:31]=[CH:30][CH:29]=3)[O:24][C:23]2=[O:34])[CH:16]=1. (2) The product is: [C:24]1([NH:23][C:20]([C:14]2([C:11]3[CH:10]=[CH:9][C:8]([S:5](/[CH:4]=[CH:3]/[C:1]#[N:2])(=[O:7])=[O:6])=[CH:13][CH:12]=3)[CH2:19][CH2:18][O:17][CH2:16][CH2:15]2)=[O:21])[CH:29]=[CH:28][CH:27]=[CH:26][CH:25]=1. Given the reactants [C:1](/[CH:3]=[CH:4]/[S:5]([C:8]1[CH:13]=[CH:12][C:11]([C:14]2([C:20](O)=[O:21])[CH2:19][CH2:18][O:17][CH2:16][CH2:15]2)=[CH:10][CH:9]=1)(=[O:7])=[O:6])#[N:2].[NH2:23][C:24]1[CH:29]=[CH:28][CH:27]=[CH:26][CH:25]=1.ON1C2C=CC=CC=2N=N1.Cl.CN(C)CCCN=C=NCC, predict the reaction product. (3) Given the reactants [NH2:1][C@@H:2]([CH2:6][CH2:7][C:8]1[CH:13]=[CH:12][CH:11]=[CH:10][CH:9]=1)[C:3]([OH:5])=[O:4].C([O-])([O-])=O.[Na+].[Na+].Cl[C:21]([O:23][CH3:24])=[O:22], predict the reaction product. The product is: [CH3:24][O:23][C:21]([NH:1][C@@H:2]([CH2:6][CH2:7][C:8]1[CH:13]=[CH:12][CH:11]=[CH:10][CH:9]=1)[C:3]([OH:5])=[O:4])=[O:22]. (4) The product is: [C:1]([C:3]1[C:8]2[N:9]=[C:10]([C:12]3[CH:17]=[CH:16][CH:15]=[C:14]([OH:18])[C:13]=3[CH2:20][CH3:21])[S:11][C:7]=2[CH:6]=[C:5]([OH:22])[CH:4]=1)#[N:2]. Given the reactants [C:1]([C:3]1[C:8]2[N:9]=[C:10]([C:12]3[CH:17]=[CH:16][CH:15]=[C:14]([O:18]C)[C:13]=3[CH2:20][CH3:21])[S:11][C:7]=2[CH:6]=[C:5]([O:22]C)[CH:4]=1)#[N:2].B(Br)(Br)Br, predict the reaction product. (5) Given the reactants [Cl:1][C:2]1[CH:15]=[CH:14][C:5]([CH2:6][N:7]2[CH2:12][CH2:11][CH:10]([NH2:13])[CH2:9][CH2:8]2)=[CH:4][C:3]=1[O:16][CH2:17][CH3:18].[NH:19]1[C:27]2[CH:26]=[CH:25][CH:24]=[C:23]([C:28](O)=[O:29])[C:22]=2[CH:21]=[CH:20]1, predict the reaction product. The product is: [Cl:1][C:2]1[CH:15]=[CH:14][C:5]([CH2:6][N:7]2[CH2:12][CH2:11][CH:10]([NH:13][C:28]([C:23]3[C:22]4[CH:21]=[CH:20][NH:19][C:27]=4[CH:26]=[CH:25][CH:24]=3)=[O:29])[CH2:9][CH2:8]2)=[CH:4][C:3]=1[O:16][CH2:17][CH3:18]. (6) Given the reactants O=C1N(P(Cl)(N2CCOC2=O)=O)CCO1.[CH3:16][O:17][C:18]1[CH:19]=[C:20]([C:26]2[C:35]3[C:30](=[CH:31][CH:32]=[CH:33][CH:34]=3)[CH2:29][CH2:28][N:27]=2)[CH:21]=[CH:22][C:23]=1[O:24][CH3:25].[CH3:36][O:37][C:38]1[CH:39]=[C:40]([CH:46]=[C:47]([O:49][CH3:50])[CH:48]=1)[O:41][CH2:42][C:43](O)=[O:44], predict the reaction product. The product is: [CH3:36][O:37][C:38]1[CH:39]=[C:40]([CH:46]=[C:47]([O:49][CH3:50])[CH:48]=1)[O:41][C@H:42]1[C@:26]2([C:20]3[CH:21]=[CH:22][C:23]([O:24][CH3:25])=[C:18]([O:17][CH3:16])[CH:19]=3)[C:35]3[C:30]([CH2:29][CH2:28][N:27]2[C:43]1=[O:44])=[CH:31][CH:32]=[CH:33][CH:34]=3.